This data is from Full USPTO retrosynthesis dataset with 1.9M reactions from patents (1976-2016). The task is: Predict the reactants needed to synthesize the given product. (1) The reactants are: [C:1]1([CH2:7][C:8](=[O:10])[CH3:9])[CH:6]=[CH:5][CH:4]=[CH:3][CH:2]=1.[BrH:11].BrBr. Given the product [Br:11][CH2:9][C:8](=[O:10])[CH2:7][C:1]1[CH:6]=[CH:5][CH:4]=[CH:3][CH:2]=1, predict the reactants needed to synthesize it. (2) Given the product [CH3:13][C:7]1[CH:8]=[C:9]([NH:11][CH3:12])[CH:10]=[C:5]([CH3:4])[C:6]=1/[CH:14]=[CH:15]/[S:16]([N:19]1[CH2:24][CH2:23][C:22]2([N:28]=[C:29]([CH2:30][CH2:31][CH2:32][CH2:33][CH2:34][CH2:35][CH2:36][CH2:37][C:38]3([CH3:42])[CH2:39][O:40][CH2:41]3)[NH:27][C:25]2=[O:26])[CH2:21][CH2:20]1)(=[O:17])=[O:18], predict the reactants needed to synthesize it. The reactants are: O[Li].O.[CH3:4][C:5]1[CH:10]=[C:9]([NH:11][CH3:12])[CH:8]=[C:7]([CH3:13])[C:6]=1/[CH:14]=[CH:15]/[S:16]([N:19]1[CH2:24][CH2:23][C:22]([NH:28][C:29](=O)[CH2:30][CH2:31][CH2:32][CH2:33][CH2:34][CH2:35][CH2:36][CH2:37][C:38]2([CH3:42])[CH2:41][O:40][CH2:39]2)([C:25]([NH2:27])=[O:26])[CH2:21][CH2:20]1)(=[O:18])=[O:17].[Cl-].[NH4+].